Dataset: Full USPTO retrosynthesis dataset with 1.9M reactions from patents (1976-2016). Task: Predict the reactants needed to synthesize the given product. (1) Given the product [C:1]([O:5][C:6](=[O:25])[N:7]([CH2:23][CH3:24])[CH2:8][CH2:9][N:10]1[CH2:15][CH2:14][C:13]2[NH:16][C:17]([CH:20]=[C:30]3[C:29]4[C:33](=[CH:34][CH:35]=[C:27]([F:26])[CH:28]=4)[CH2:38][C:31]3=[O:36])=[C:18]([CH3:19])[C:12]=2[C:11]1=[O:22])([CH3:4])([CH3:3])[CH3:2], predict the reactants needed to synthesize it. The reactants are: [C:1]([O:5][C:6](=[O:25])[N:7]([CH2:23][CH3:24])[CH2:8][CH2:9][N:10]1[CH2:15][CH2:14][C:13]2[NH:16][C:17]([CH:20]=O)=[C:18]([CH3:19])[C:12]=2[C:11]1=[O:22])([CH3:4])([CH3:3])[CH3:2].[F:26][C:27]1[CH:28]=[C:29]2[C:33](=[CH:34][CH:35]=1)N[C:31](=[O:36])[CH2:30]2.N1CCCC[CH2:38]1. (2) Given the product [O:26]1[CH2:27][CH2:28][CH:23]([N:21]2[CH:22]=[C:18]3[C:19]([C:29](=[O:31])[NH:1][CH2:2][CH2:3][O:4][CH2:5][CH2:6][N:7]4[CH:11]=[C:10]([C:12]5[CH:13]=[C:14]([C:15](=[O:16])[NH:17]3)[CH:32]=[CH:33][CH:34]=5)[CH:9]=[N:8]4)=[N:20]2)[CH2:24][CH2:25]1, predict the reactants needed to synthesize it. The reactants are: [NH2:1][CH2:2][CH2:3][O:4][CH2:5][CH2:6][N:7]1[CH:11]=[C:10]([C:12]2[CH:13]=[C:14]([CH:32]=[CH:33][CH:34]=2)[C:15]([NH:17][C:18]2[C:19]([C:29]([O-:31])=O)=[N:20][N:21]([CH:23]3[CH2:28][CH2:27][O:26][CH2:25][CH2:24]3)[CH:22]=2)=[O:16])[CH:9]=[N:8]1.[Li+].F[P-](F)(F)(F)(F)F.N1(O[P+](N(C)C)(N(C)C)N(C)C)C2C=CC=CC=2N=N1.C(N(C(C)C)C(C)C)C.